This data is from TCR-epitope binding with 47,182 pairs between 192 epitopes and 23,139 TCRs. The task is: Binary Classification. Given a T-cell receptor sequence (or CDR3 region) and an epitope sequence, predict whether binding occurs between them. (1) The epitope is GILGFVFTL. The TCR CDR3 sequence is CASSVGRTSQETQYF. Result: 1 (the TCR binds to the epitope). (2) The epitope is SLFNTVATLY. The TCR CDR3 sequence is CASRPSGGAETQYF. Result: 1 (the TCR binds to the epitope). (3) The epitope is KLSYGIATV. The TCR CDR3 sequence is CASSPQVGGLASEQYF. Result: 1 (the TCR binds to the epitope). (4) The epitope is SEPVLKGVKL. The TCR CDR3 sequence is CASSPLTSGTDTQYF. Result: 0 (the TCR does not bind to the epitope). (5) The epitope is TLIGDCATV. The TCR CDR3 sequence is CAISAIGQGYTF. Result: 1 (the TCR binds to the epitope). (6) The epitope is YFPLQSYGF. The TCR CDR3 sequence is CASSFGTDTQYF. Result: 1 (the TCR binds to the epitope). (7) The epitope is KLMNIQQKL. The TCR CDR3 sequence is CASSLGILDTDTQYF. Result: 0 (the TCR does not bind to the epitope). (8) The epitope is ILGLPTQTV. The TCR CDR3 sequence is CASSEVLGIYETQYF. Result: 1 (the TCR binds to the epitope).